This data is from Forward reaction prediction with 1.9M reactions from USPTO patents (1976-2016). The task is: Predict the product of the given reaction. (1) Given the reactants [CH3:1][C:2]1([CH3:39])[CH2:10][C:9]2[N:8]([C:11]3[CH:19]=[CH:18][C:14]([C:15]([NH2:17])=[O:16])=[C:13]([NH:20][C@H:21]4[CH2:26][CH2:25][C@H:24]([O:27]C5CCCCO5)[CH2:23][CH2:22]4)[CH:12]=3)[N:7]=[C:6]([C:34]([F:37])([F:36])[F:35])[C:5]=2[C:4](=[O:38])[CH2:3]1.C1(C)C=CC(S([O-])(=O)=O)=CC=1.[NH+]1C=CC=CC=1, predict the reaction product. The product is: [CH3:1][C:2]1([CH3:39])[CH2:10][C:9]2[N:8]([C:11]3[CH:19]=[CH:18][C:14]([C:15]([NH2:17])=[O:16])=[C:13]([NH:20][C@H:21]4[CH2:22][CH2:23][C@H:24]([OH:27])[CH2:25][CH2:26]4)[CH:12]=3)[N:7]=[C:6]([C:34]([F:36])([F:37])[F:35])[C:5]=2[C:4](=[O:38])[CH2:3]1. (2) Given the reactants [OH-].[Na+].[F:3][C:4]1[CH:5]=[C:6](/[CH:31]=[CH:32]/[C:33]([O:35]C)=[O:34])[CH:7]=[C:8]([F:30])[C:9]=1[C@@H:10]1[C:15]2[NH:16][C:17]3[C:22]([C:14]=2[CH2:13][C@@H:12]([CH3:23])[N:11]1[CH2:24][C:25]([F:29])([CH3:28])[CH2:26][OH:27])=[CH:21][CH:20]=[CH:19][CH:18]=3.CO.Cl, predict the reaction product. The product is: [F:30][C:8]1[CH:7]=[C:6](/[CH:31]=[CH:32]/[C:33]([OH:35])=[O:34])[CH:5]=[C:4]([F:3])[C:9]=1[C@@H:10]1[C:15]2[NH:16][C:17]3[C:22]([C:14]=2[CH2:13][C@@H:12]([CH3:23])[N:11]1[CH2:24][C:25]([F:29])([CH3:28])[CH2:26][OH:27])=[CH:21][CH:20]=[CH:19][CH:18]=3. (3) Given the reactants [CH3:1][CH:2]([C:4]1[CH:9]=[CH:8][CH:7]=[CH:6][C:5]=1[N:10]1[CH:15]=[CH:14][CH:13]=[C:12]([C:16]([OH:18])=O)[C:11]1=[O:19])[CH3:3].[NH2:20][C:21]1[CH:42]=[CH:41][C:24]([O:25][C:26]2[CH:27]=[CH:28][C:29]3[N:30]([CH:32]=[C:33]([NH:35][C:36]([CH:38]4[CH2:40][CH2:39]4)=[O:37])[N:34]=3)[CH:31]=2)=[C:23]([F:43])[CH:22]=1.CN(C(ON1N=NC2C=CC=NC1=2)=[N+](C)C)C.F[P-](F)(F)(F)(F)F.C(N(CC)C(C)C)(C)C, predict the reaction product. The product is: [CH:38]1([C:36]([NH:35][C:33]2[N:34]=[C:29]3[CH:28]=[CH:27][C:26]([O:25][C:24]4[CH:41]=[CH:42][C:21]([NH:20][C:16]([C:12]5[C:11](=[O:19])[N:10]([C:5]6[CH:6]=[CH:7][CH:8]=[CH:9][C:4]=6[CH:2]([CH3:1])[CH3:3])[CH:15]=[CH:14][CH:13]=5)=[O:18])=[CH:22][C:23]=4[F:43])=[CH:31][N:30]3[CH:32]=2)=[O:37])[CH2:39][CH2:40]1. (4) The product is: [N+:11]([C:4]1[CH:3]=[C:2]([N:20]2[CH2:19][CH2:18][N:17]([C:21]([O:23][C:24]([CH3:27])([CH3:26])[CH3:25])=[O:22])[CH2:16][CH:15]2[CH3:14])[CH:7]=[CH:6][C:5]=1[N+:8]([O-:10])=[O:9])([O-:13])=[O:12]. Given the reactants F[C:2]1[CH:7]=[CH:6][C:5]([N+:8]([O-:10])=[O:9])=[C:4]([N+:11]([O-:13])=[O:12])[CH:3]=1.[CH3:14][CH:15]1[NH:20][CH2:19][CH2:18][N:17]([C:21]([O:23][C:24]([CH3:27])([CH3:26])[CH3:25])=[O:22])[CH2:16]1.C(N(C(C)C)CC)(C)C, predict the reaction product. (5) The product is: [C:18]1([C:21]2[CH:22]=[CH:23][CH:24]=[CH:25][CH:26]=2)[CH:17]=[CH:16][C:15]([CH2:14][C@H:12]2[N:11](/[CH:27]=[CH:28]/[C:29]3[CH:30]=[CH:31][CH:32]=[CH:33][CH:34]=3)[C:10](=[O:35])[C:9](=[CH2:1])[CH2:13]2)=[CH:20][CH:19]=1. Given the reactants [C:1]([C@@H:9]1[CH2:13][CH:12]([CH2:14][C:15]2[CH:20]=[CH:19][C:18]([C:21]3[CH:26]=[CH:25][CH:24]=[CH:23][CH:22]=3)=[CH:17][CH:16]=2)[N:11](/[CH:27]=[CH:28]/[C:29]2[CH:34]=[CH:33][CH:32]=[CH:31][CH:30]=2)[C:10]1=[O:35])(=O)C1C=CC=CC=1.C=O.N1CCOCC1, predict the reaction product. (6) Given the reactants [Cl:1][C:2]1[CH:3]=[C:4]([N:10]2[CH:22]([CH:23]3[CH2:27][CH2:26][CH2:25][CH2:24]3)[CH:21]3[C:12]([C:13]4[CH:14]=[CH:15][C:16]([C:28]([OH:30])=O)=[N:17][C:18]=4[CH2:19][CH2:20]3)=[N:11]2)[CH:5]=[CH:6][C:7]=1[C:8]#[N:9].CCN(C(C)C)C(C)C.CN(C(ON1N=NC2C=CC=NC1=2)=[N+](C)C)C.F[P-](F)(F)(F)(F)F.[OH:64][CH:65]1[CH2:70][CH2:69][NH:68][CH2:67][CH2:66]1, predict the reaction product. The product is: [Cl:1][C:2]1[CH:3]=[C:4]([N:10]2[CH:22]([CH:23]3[CH2:27][CH2:26][CH2:25][CH2:24]3)[CH:21]3[C:12]([C:13]4[CH:14]=[CH:15][C:16]([C:28]([N:68]5[CH2:69][CH2:70][CH:65]([OH:64])[CH2:66][CH2:67]5)=[O:30])=[N:17][C:18]=4[CH2:19][CH2:20]3)=[N:11]2)[CH:5]=[CH:6][C:7]=1[C:8]#[N:9]. (7) Given the reactants [CH:1]1([CH2:4][N:5]2[CH2:10][CH2:9][CH:8]([C:11]([N:13]3[CH2:17][CH:16]([NH:18][CH3:19])[CH:15]([C:20]4[CH:25]=[CH:24][C:23]([Cl:26])=[C:22]([Cl:27])[CH:21]=4)[CH2:14]3)=[O:12])[CH2:7][CH2:6]2)[CH2:3][CH2:2]1.[Cl:28][C:29]1[CH:37]=[CH:36][C:32]([C:33]([OH:35])=O)=[CH:31][C:30]=1[C:38]([F:41])([F:40])[F:39], predict the reaction product. The product is: [Cl:28][C:29]1[CH:37]=[CH:36][C:32]([C:33]([N:18]([CH:16]2[CH:15]([C:20]3[CH:25]=[CH:24][C:23]([Cl:26])=[C:22]([Cl:27])[CH:21]=3)[CH2:14][N:13]([C:11]([CH:8]3[CH2:9][CH2:10][N:5]([CH2:4][CH:1]4[CH2:3][CH2:2]4)[CH2:6][CH2:7]3)=[O:12])[CH2:17]2)[CH3:19])=[O:35])=[CH:31][C:30]=1[C:38]([F:41])([F:40])[F:39].